This data is from Forward reaction prediction with 1.9M reactions from USPTO patents (1976-2016). The task is: Predict the product of the given reaction. (1) The product is: [C:1]([O:5][C:6]([N:8]1[C@@H:13]([C@@H:14]([OH:47])[C@@H:15]([NH2:32])[CH2:16][C:17]2[CH:18]=[C:19]([OH:24])[CH:20]=[C:21]([F:23])[CH:22]=2)[CH2:12][O:11][C@@H:10]([O:55][CH2:56][C:57]([F:60])([F:58])[F:59])[C@@H:9]1[CH3:61])=[O:7])([CH3:4])([CH3:2])[CH3:3]. Given the reactants [C:1]([O:5][C:6]([N:8]1[C@@H:13]([C@@H:14]([O:47]CC2C=CC=CC=2)[C@@H:15]([N:32](CC2C=CC=CC=2)CC2C=CC=CC=2)[CH2:16][C:17]2[CH:22]=[C:21]([F:23])[CH:20]=[C:19]([O:24]CC3C=CC=CC=3)[CH:18]=2)[CH2:12][O:11][C@@H:10]([O:55][CH2:56][C:57]([F:60])([F:59])[F:58])[C@@H:9]1[CH3:61])=[O:7])([CH3:4])([CH3:3])[CH3:2].[H][H], predict the reaction product. (2) Given the reactants [CH3:1][N:2]([CH3:13])[C:3]1[CH:12]=[CH:11][C:6]([C:7](OC)=[O:8])=[CH:5][N:4]=1.[H-].[Al+3].[Li+].[H-].[H-].[H-], predict the reaction product. The product is: [CH3:1][N:2]([CH3:13])[C:3]1[CH:12]=[CH:11][C:6]([CH2:7][OH:8])=[CH:5][N:4]=1.